Task: Predict the reactants needed to synthesize the given product.. Dataset: Full USPTO retrosynthesis dataset with 1.9M reactions from patents (1976-2016) (1) Given the product [CH2:1]([NH:8][C:9](=[O:10])[N:31]([C:27]1[CH:26]=[C:25]([C:14]2[CH:15]=[CH:16][C:17]([CH2:19][CH2:20][C:21]([O:23][CH3:24])=[O:22])=[CH:18][C:13]=2[O:12][CH3:11])[CH:30]=[CH:29][CH:28]=1)[CH3:32])[CH2:2][CH2:3][CH2:4][CH2:5][CH2:6][CH3:7], predict the reactants needed to synthesize it. The reactants are: [CH2:1]([N:8]=[C:9]=[O:10])[CH2:2][CH2:3][CH2:4][CH2:5][CH2:6][CH3:7].[CH3:11][O:12][C:13]1[CH:18]=[C:17]([CH2:19][CH2:20][C:21]([O:23][CH3:24])=[O:22])[CH:16]=[CH:15][C:14]=1[C:25]1[CH:30]=[CH:29][CH:28]=[C:27]([NH:31][CH3:32])[CH:26]=1.O1CCCC1.C(N(CC)CC)C. (2) Given the product [CH3:1][O:2][CH2:3][C@H:4]1[NH:5][CH2:6][CH2:7][N:8]([CH2:10][C:11]2[N:12]=[C:13]([CH3:16])[O:14][CH:15]=2)[CH2:9]1, predict the reactants needed to synthesize it. The reactants are: [CH3:1][O:2][CH2:3][C@@H:4]1[CH2:9][N:8]([CH2:10][C:11]2[N:12]=[C:13]([CH3:16])[O:14][CH:15]=2)[CH2:7][CH2:6][N:5]1C(OC(C)(C)C)=O.C(O)(C(F)(F)F)=O. (3) The reactants are: [NH2:1][C:2]1[CH:3]=[C:4]([NH:16][C:17](=[O:19])[CH3:18])[CH:5]=[CH:6][C:7]=1[NH:8][CH2:9][CH:10]1[CH2:15][CH2:14][CH2:13][CH2:12][CH2:11]1.[CH3:20][C:21]([CH3:26])([CH3:25])[C:22](Cl)=O. Given the product [C:21]([C:26]1[N:8]([CH2:9][CH:10]2[CH2:15][CH2:14][CH2:13][CH2:12][CH2:11]2)[C:7]2[CH:6]=[CH:5][C:4]([NH:16][C:17](=[O:19])[CH3:18])=[CH:3][C:2]=2[N:1]=1)([CH3:25])([CH3:22])[CH3:20], predict the reactants needed to synthesize it. (4) Given the product [C:43]([N:50]([C:62]([O:61][C:58]([CH3:60])([CH3:59])[CH3:57])=[O:64])[C:5]1[C:4]2[C:3](=[CH:2][C:28]([NH2:72])=[CH:23][CH:24]=2)[CH:8]=[CH:7][CH:6]=1)([O:45][C:46]([CH3:49])([CH3:48])[CH3:47])=[O:44], predict the reactants needed to synthesize it. The reactants are: C[C:2]1(C)[C:28]2[C:23](=[C:24](P(C3C=CC=CC=3)C3C=CC=CC=3)C=CC=2)O[C:4]2[C:5](P(C3C=CC=CC=3)C3C=CC=CC=3)=[CH:6][CH:7]=[CH:8][C:3]1=2.[C:43]([NH2:50])([O:45][C:46]([CH3:49])([CH3:48])[CH3:47])=[O:44].C([O-])([O-])=O.[Cs+].[Cs+].[CH3:57][C:58]([O:61][C:62]([O:64]C(OC(C)(C)C)=O)=O)([CH3:60])[CH3:59].[NH2:72]N. (5) The reactants are: C(OC([NH:8][C:9]1[CH:17]=[CH:16][CH:15]=[C:14]2[C:10]=1[CH:11]=[CH:12][N:13]2[C:18]([C:26]1[CH:31]=[CH:30][C:29]([Cl:32])=[CH:28][CH:27]=1)([CH2:23][CH2:24][F:25])[C:19]([O:21][CH3:22])=[O:20])=O)(C)(C)C. Given the product [NH2:8][C:9]1[CH:17]=[CH:16][CH:15]=[C:14]2[C:10]=1[CH:11]=[CH:12][N:13]2[C:18]([C:26]1[CH:27]=[CH:28][C:29]([Cl:32])=[CH:30][CH:31]=1)([CH2:23][CH2:24][F:25])[C:19]([O:21][CH3:22])=[O:20], predict the reactants needed to synthesize it. (6) Given the product [CH:13]([C@H:12]1[CH2:11][O:10][C:9](=[O:16])[N:8]1[C:6]1[CH:5]=[CH:4][N:3]=[C:2]([NH:32][C@H:30]([C:27]2[CH:26]=[CH:25][C:24]([O:23][C:21]3[CH:20]=[N:19][CH:18]=[N:17][CH:22]=3)=[CH:29][CH:28]=2)[CH3:31])[N:7]=1)([CH3:15])[CH3:14], predict the reactants needed to synthesize it. The reactants are: Cl[C:2]1[N:7]=[C:6]([N:8]2[C@@H:12]([CH:13]([CH3:15])[CH3:14])[CH2:11][O:10][C:9]2=[O:16])[CH:5]=[CH:4][N:3]=1.[N:17]1[CH:22]=[C:21]([O:23][C:24]2[CH:29]=[CH:28][C:27]([C@@H:30]([NH2:32])[CH3:31])=[CH:26][CH:25]=2)[CH:20]=[N:19][CH:18]=1.CCN(C(C)C)C(C)C.